Regression. Given two drug SMILES strings and cell line genomic features, predict the synergy score measuring deviation from expected non-interaction effect. From a dataset of NCI-60 drug combinations with 297,098 pairs across 59 cell lines. (1) Drug 1: C1=NC(=NC(=O)N1C2C(C(C(O2)CO)O)O)N. Drug 2: CS(=O)(=O)CCNCC1=CC=C(O1)C2=CC3=C(C=C2)N=CN=C3NC4=CC(=C(C=C4)OCC5=CC(=CC=C5)F)Cl. Cell line: OVCAR-4. Synergy scores: CSS=34.3, Synergy_ZIP=-12.0, Synergy_Bliss=-2.74, Synergy_Loewe=-12.6, Synergy_HSA=-1.37. (2) Drug 1: CN(C(=O)NC(C=O)C(C(C(CO)O)O)O)N=O. Drug 2: N.N.Cl[Pt+2]Cl. Cell line: SF-268. Synergy scores: CSS=53.0, Synergy_ZIP=0.385, Synergy_Bliss=-0.835, Synergy_Loewe=-16.3, Synergy_HSA=0.287. (3) Drug 1: C1CC(=O)NC(=O)C1N2CC3=C(C2=O)C=CC=C3N. Drug 2: C#CCC(CC1=CN=C2C(=N1)C(=NC(=N2)N)N)C3=CC=C(C=C3)C(=O)NC(CCC(=O)O)C(=O)O. Cell line: A498. Synergy scores: CSS=0.577, Synergy_ZIP=-3.16, Synergy_Bliss=-4.89, Synergy_Loewe=-3.73, Synergy_HSA=-3.70. (4) Drug 1: CC1=CC2C(CCC3(C2CCC3(C(=O)C)OC(=O)C)C)C4(C1=CC(=O)CC4)C. Drug 2: CCCCC(=O)OCC(=O)C1(CC(C2=C(C1)C(=C3C(=C2O)C(=O)C4=C(C3=O)C=CC=C4OC)O)OC5CC(C(C(O5)C)O)NC(=O)C(F)(F)F)O. Cell line: MDA-MB-231. Synergy scores: CSS=-10.7, Synergy_ZIP=5.04, Synergy_Bliss=-1.58, Synergy_Loewe=-14.3, Synergy_HSA=-12.6. (5) Drug 1: CC1CCC2CC(C(=CC=CC=CC(CC(C(=O)C(C(C(=CC(C(=O)CC(OC(=O)C3CCCCN3C(=O)C(=O)C1(O2)O)C(C)CC4CCC(C(C4)OC)OCCO)C)C)O)OC)C)C)C)OC. Drug 2: C1CC(=O)NC(=O)C1N2C(=O)C3=CC=CC=C3C2=O. Cell line: MDA-MB-435. Synergy scores: CSS=3.03, Synergy_ZIP=-2.34, Synergy_Bliss=-4.33, Synergy_Loewe=-5.31, Synergy_HSA=-2.46. (6) Drug 1: C1=CC(=C2C(=C1NCCNCCO)C(=O)C3=C(C=CC(=C3C2=O)O)O)NCCNCCO. Drug 2: C1=CC(=CC=C1C#N)C(C2=CC=C(C=C2)C#N)N3C=NC=N3. Cell line: SN12C. Synergy scores: CSS=41.5, Synergy_ZIP=1.56, Synergy_Bliss=0.720, Synergy_Loewe=-30.6, Synergy_HSA=-0.786.